This data is from Catalyst prediction with 721,799 reactions and 888 catalyst types from USPTO. The task is: Predict which catalyst facilitates the given reaction. (1) Reactant: COP([C:7]1[C:16]2[C:11](=[CH:12][CH:13]=[CH:14][CH:15]=2)[C:10](=[O:17])NN=1)(=O)OC.[N+:18]([C:21]1[CH:26]=[CH:25][N:24]=[C:23]([CH:27]=O)[CH:22]=1)([O-:20])=[O:19].C(N(CC)CC)C.C1C[O:39]CC1. Product: [N+:18]([C:21]1[CH:26]=[CH:25][N:24]=[C:23]([CH:27]=[C:10]2[C:11]3[C:16](=[CH:15][CH:14]=[CH:13][CH:12]=3)[C:7](=[O:39])[O:17]2)[CH:22]=1)([O-:20])=[O:19]. The catalyst class is: 6. (2) Reactant: C(O[BH-](OC(=O)C)OC(=O)C)(=O)C.[Na+].[CH3:15][O:16][C:17]1[CH:18]=[C:19]2[C:24](=[C:25]([N:27]3[CH2:32][CH2:31][NH:30][CH2:29][CH2:28]3)[CH:26]=1)[N:23]=[CH:22][CH:21]=[CH:20]2.[F:33][C:34]1[CH:43]=[CH:42][C:41]([N:44]2[CH2:49][CH2:48][C:47](=O)[CH2:46][CH2:45]2)=[C:40]2[C:35]=1[CH:36]=[CH:37][CH:38]=[N:39]2.[OH-].[K+]. Product: [F:33][C:34]1[CH:43]=[CH:42][C:41]([N:44]2[CH2:49][CH2:48][CH:47]([N:30]3[CH2:29][CH2:28][N:27]([C:25]4[CH:26]=[C:17]([O:16][CH3:15])[CH:18]=[C:19]5[C:24]=4[N:23]=[CH:22][CH:21]=[CH:20]5)[CH2:32][CH2:31]3)[CH2:46][CH2:45]2)=[C:40]2[C:35]=1[CH:36]=[CH:37][CH:38]=[N:39]2. The catalyst class is: 11. (3) Reactant: [C:1]([CH:3]([S:10]([OH:13])(=[O:12])=[O:11])[CH2:4][C:5]([O:7][CH2:8][CH3:9])=[O:6])#[N:2].[CH3:14][C:15]([O:18][C:19](O[C:19]([O:18][C:15]([CH3:17])([CH3:16])[CH3:14])=[O:20])=[O:20])([CH3:17])[CH3:16].[H][H]. Product: [C:15]([O:18][C:19]([NH:2][CH2:1][CH:3]([S:10]([OH:13])(=[O:12])=[O:11])[CH2:4][C:5]([O:7][CH2:8][CH3:9])=[O:6])=[O:20])([CH3:17])([CH3:16])[CH3:14]. The catalyst class is: 470.